This data is from Forward reaction prediction with 1.9M reactions from USPTO patents (1976-2016). The task is: Predict the product of the given reaction. (1) Given the reactants [BH4-].[Na+].[N+:3]([C:6]1[CH:7]=[C:8]([C:12](=[O:26])[CH2:13][CH2:14][C:15]([C:17]2[CH:22]=[CH:21][CH:20]=[C:19]([N+:23]([O-:25])=[O:24])[CH:18]=2)=[O:16])[CH:9]=[CH:10][CH:11]=1)([O-:5])=[O:4], predict the reaction product. The product is: [N+:3]([C:6]1[CH:7]=[C:8]([CH:12]([OH:26])[CH2:13][CH2:14][CH:15]([C:17]2[CH:22]=[CH:21][CH:20]=[C:19]([N+:23]([O-:25])=[O:24])[CH:18]=2)[OH:16])[CH:9]=[CH:10][CH:11]=1)([O-:5])=[O:4]. (2) Given the reactants [CH3:1][CH2:2][C@H:3]([C@H:11]([CH2:13][N:14]([CH3:16])[CH3:15])[CH3:12])[C:4]1[CH:5]=[CH:6][CH:7]=[C:8]([OH:10])[CH:9]=1.[C:17]([OH:26])(=[O:25])[C:18]1[C:19](=[CH:21][CH:22]=[CH:23][CH:24]=1)[OH:20], predict the reaction product. The product is: [CH3:1][CH2:2][C@H:3]([C@H:11]([CH2:13][N:14]([CH3:16])[CH3:15])[CH3:12])[C:4]1[CH:5]=[CH:6][CH:7]=[C:8]([OH:10])[CH:9]=1.[C:17]([O-:26])(=[O:25])[C:18]1[C:19](=[CH:21][CH:22]=[CH:23][CH:24]=1)[OH:20].